This data is from Forward reaction prediction with 1.9M reactions from USPTO patents (1976-2016). The task is: Predict the product of the given reaction. (1) Given the reactants [NH2:1][C:2]1[CH:3]=[CH:4][C:5]2[N:6]([CH:8]=[C:9]([C:11]([O:13][CH2:14][CH3:15])=[O:12])[N:10]=2)[CH:7]=1.C(N(CC)CC)C.[CH3:23][S:24](Cl)(=[O:26])=[O:25], predict the reaction product. The product is: [CH3:23][S:24]([N:1]([C:2]1[CH:3]=[CH:4][C:5]2[N:6]([CH:8]=[C:9]([C:11]([O:13][CH2:14][CH3:15])=[O:12])[N:10]=2)[CH:7]=1)[S:24]([CH3:23])(=[O:26])=[O:25])(=[O:26])=[O:25]. (2) Given the reactants [CH3:1][O:2][C:3]1[CH:4]=[C:5]2[C:10](=[CH:11][C:12]=1[O:13][CH3:14])[C:9]([CH3:15])=[N:8][C:7]([OH:16])=[CH:6]2.[OH-].[K+].CCO[C:22]([CH3:24])=O, predict the reaction product. The product is: [CH:9]1[C:10]2[C:5](=[C:22]([CH2:24][C:6]3[C:5]4[C:10](=[CH:11][C:12]([O:13][CH3:14])=[C:3]([O:2][CH3:1])[CH:4]=4)[C:9]([CH3:15])=[N:8][C:7]=3[OH:16])[CH:3]=[CH:12][CH:11]=2)[CH:6]=[CH:7][N:8]=1. (3) Given the reactants Br[CH2:2][C:3]1[C:12]2[C:7](=[CH:8][CH:9]=[CH:10][CH:11]=2)[C:6]([C:13]([NH:15][C:16]2[C:17]([C:22]([NH:24][CH2:25][CH:26]3[CH2:31][CH2:30][O:29][CH2:28][CH2:27]3)=[O:23])=[N:18][CH:19]=[CH:20][CH:21]=2)=[O:14])=[CH:5][CH:4]=1.[N:32]1[C:40]2[C:35](=[N:36][CH:37]=[CH:38][CH:39]=2)[N:34]([OH:41])[N:33]=1, predict the reaction product. The product is: [O:29]1[CH2:30][CH2:31][CH:26]([CH2:25][NH:24][C:22]([C:17]2[C:16]([NH:15][C:13]([C:6]3[C:7]4[C:12](=[CH:11][CH:10]=[CH:9][CH:8]=4)[C:3]([CH2:2][O:41][N:34]4[C:35]5=[N:36][CH:37]=[CH:38][CH:39]=[C:40]5[N:32]=[N:33]4)=[CH:4][CH:5]=3)=[O:14])=[CH:21][CH:20]=[CH:19][N:18]=2)=[O:23])[CH2:27][CH2:28]1. (4) Given the reactants C(OC([N:8]1[CH2:16][C:15]2[C:10](=[CH:11][C:12]([N:18]3[CH2:23][CH2:22][O:21][CH2:20][CH2:19]3)=[C:13]([F:17])[CH:14]=2)[CH2:9]1)=O)(C)(C)C.[F:24][C:25]([F:30])([F:29])[C:26]([OH:28])=[O:27], predict the reaction product. The product is: [F:24][C:25]([F:30])([F:29])[C:26]([OH:28])=[O:27].[F:17][C:13]1[CH:14]=[C:15]2[C:10](=[CH:11][C:12]=1[N:18]1[CH2:19][CH2:20][O:21][CH2:22][CH2:23]1)[CH2:9][NH:8][CH2:16]2. (5) Given the reactants [NH:1]([C:3]1[CH:8]=[CH:7][NH:6][C:5](=O)[CH:4]=1)[NH2:2].[CH3:10][C:11]([CH3:18])([CH3:17])[C:12](=O)[CH2:13][C:14]#[N:15], predict the reaction product. The product is: [NH2:15][C:14]1[N:1]([C:3]2[CH:8]=[CH:7][N:6]=[CH:5][CH:4]=2)[N:2]=[C:12]([C:11]([CH3:18])([CH3:17])[CH3:10])[CH:13]=1. (6) Given the reactants [Cl:1][C:2]1[CH:8]=[CH:7][CH:6]=[CH:5][C:3]=1[NH2:4].[CH:9]([C:11]([CH3:13])=O)=[CH2:10], predict the reaction product. The product is: [Cl:1][C:2]1[CH:8]=[CH:7][CH:6]=[C:5]2[C:3]=1[N:4]=[CH:10][CH:9]=[C:11]2[CH3:13]. (7) Given the reactants [H-].[Na+].[C:3]([C:5]1[NH:9][CH:8]=[C:7]([C:10]([O:12][CH2:13][CH3:14])=[O:11])[C:6]=1[C:15]1[CH:20]=[CH:19][CH:18]=[CH:17][C:16]=1[N+:21]([O-:23])=[O:22])#[N:4].[NH2:24]OP(=O)(C1C=CC=CC=1)C1C=CC=CC=1.[Na], predict the reaction product. The product is: [NH2:24][N:9]1[C:5]([C:3]#[N:4])=[C:6]([C:15]2[CH:20]=[CH:19][CH:18]=[CH:17][C:16]=2[N+:21]([O-:23])=[O:22])[C:7]([C:10]([O:12][CH2:13][CH3:14])=[O:11])=[CH:8]1.